The task is: Binary Classification. Given a drug SMILES string, predict its activity (active/inactive) in a high-throughput screening assay against a specified biological target.. This data is from Choline transporter screen with 302,306 compounds. (1) The compound is O=C(NC(c1ccccc1)C(=O)Nc1ccc(C(C)C)cc1)C1NCc2c(C1)cccc2. The result is 0 (inactive). (2) The molecule is o1c(C(=O)NCc2ccc(CNC(=O)c3occc3)cc2)ccc1. The result is 0 (inactive). (3) The result is 0 (inactive). The molecule is O1CCN(CC1)c1nc2c(c(c1)C)cc(NC(=O)CCC(=O)Nc1cc(OC)c(OC)c(OC)c1)cc2. (4) The molecule is O1C(Cc2c3c(c(nc12)N)c(nc(N(CC)CC)c3C#N)N)c1ccccc1. The result is 0 (inactive). (5) The drug is Clc1c(C(=O)Nc2scc(c3ccc(cc3)C)c2C(O)=O)cccc1. The result is 1 (active). (6) The result is 0 (inactive). The molecule is S=C(Nc1cc(OC)ccc1)/N=C(\Nc1nc2c(c(n1)C)cc(OCC)cc2)N. (7) The drug is S(=O)(=O)(Nc1sccn1)c1ccc(NC(=O)CCC(O)=O)cc1. The result is 0 (inactive). (8) The compound is Clc1cc(NC(=O)NNC(=O)c2ncccc2)c(OC)cc1. The result is 0 (inactive). (9) The compound is S(=O)(=O)(N1C(Cc2c1ccc(S(=O)(=O)N)c2)C)c1ccc(cc1)C. The result is 0 (inactive).